Dataset: Reaction yield outcomes from USPTO patents with 853,638 reactions. Task: Predict the reaction yield, written as a fraction of the theoretical maximum amount of product (1.0 means a 100% yield; for example, 0.34 means a 34% yield). (1) The reactants are C([O:3][C:4]([C:6]1([NH:15][C:16](=[O:25])[C:17]2[CH:22]=[CH:21][CH:20]=[C:19]([CH3:23])[C:18]=2[CH3:24])[CH2:14][C:13]2[C:8](=[CH:9][CH:10]=[CH:11][CH:12]=2)[CH2:7]1)=[O:5])C.[OH-].[K+].CCO. The catalyst is O. The product is [CH3:24][C:18]1[C:19]([CH3:23])=[CH:20][CH:21]=[CH:22][C:17]=1[C:16]([NH:15][C:6]1([C:4]([OH:5])=[O:3])[CH2:14][C:13]2[C:8](=[CH:9][CH:10]=[CH:11][CH:12]=2)[CH2:7]1)=[O:25]. The yield is 0.900. (2) The reactants are [C:1]([O:5][C:6]([C:8]1([C:13]([O:15]C(C)(C)C)=[O:14])[CH2:10][CH:9]1[CH2:11][CH3:12])=[O:7])([CH3:4])([CH3:3])[CH3:2].CC(C)([O-])C.[K+]. The catalyst is CCOCC.O. The product is [C:1]([O:5][C:6]([C:8]1([C:13]([OH:15])=[O:14])[CH2:10][CH:9]1[CH2:11][CH3:12])=[O:7])([CH3:2])([CH3:3])[CH3:4]. The yield is 0.690.